This data is from Reaction yield outcomes from USPTO patents with 853,638 reactions. The task is: Predict the reaction yield, written as a fraction of the theoretical maximum amount of product (1.0 means a 100% yield; for example, 0.34 means a 34% yield). (1) The catalyst is CCO.[Zn]. The reactants are [C:1]([NH:5][C:6]1[CH:11]=[CH:10][C:9]([C:12]2[CH:13]=[N:14][C:15]([NH2:18])=[N:16][CH:17]=2)=[CH:8][C:7]=1[N+:19]([O-])=O)([CH3:4])([CH3:3])[CH3:2].C([O-])=O.[NH4+]. The yield is 0.800. The product is [NH2:18][C:15]1[N:16]=[CH:17][C:12]([C:9]2[CH:8]=[C:7]([NH2:19])[C:6]([NH:5][C:1]([CH3:3])([CH3:2])[CH3:4])=[CH:11][CH:10]=2)=[CH:13][N:14]=1. (2) The reactants are [N:1]1[CH:6]=[CH:5][C:4](B(O)O)=[CH:3][CH:2]=1.Cl[C:11]1[C:16]([N+:17]([O-:19])=[O:18])=[C:15]([NH2:20])[CH:14]=[CH:13][N:12]=1.C([O-])([O-])=O.[Na+].[Na+].CCOC(C)=O. The catalyst is O1CCOCC1.O.C1C=CC(P(C2C=CC=CC=2)[C-]2C=CC=C2)=CC=1.C1C=CC(P(C2C=CC=CC=2)[C-]2C=CC=C2)=CC=1.Cl[Pd]Cl.[Fe+2]. The product is [N+:17]([C:16]1[C:11]([C:4]2[CH:5]=[CH:6][N:1]=[CH:2][CH:3]=2)=[N:12][CH:13]=[CH:14][C:15]=1[NH2:20])([O-:19])=[O:18]. The yield is 0.546. (3) The yield is 0.520. The product is [F:2][C:3]1[CH:11]=[C:10]2[C:6]([C:7]([C:21]3[CH:22]=[N:23][N:24]([CH2:26][CH2:27][NH:28][C:30](=[O:31])[CH3:29])[CH:25]=3)=[CH:8][N:9]2[S:12]([C:15]2[CH:16]=[CH:17][CH:18]=[CH:19][CH:20]=2)(=[O:14])=[O:13])=[CH:5][CH:4]=1. The reactants are Cl.[F:2][C:3]1[CH:11]=[C:10]2[C:6]([C:7]([C:21]3[CH:22]=[N:23][N:24]([CH2:26][CH2:27][NH2:28])[CH:25]=3)=[CH:8][N:9]2[S:12]([C:15]2[CH:20]=[CH:19][CH:18]=[CH:17][CH:16]=2)(=[O:14])=[O:13])=[CH:5][CH:4]=1.[CH3:29][C:30](OC(C)=O)=[O:31]. The catalyst is N1C=CC=CC=1.